This data is from Full USPTO retrosynthesis dataset with 1.9M reactions from patents (1976-2016). The task is: Predict the reactants needed to synthesize the given product. (1) Given the product [Br:18][C:19]1[CH:24]=[CH:23][C:22]([C:2]2[N:3]=[C:4]([N:7]3[CH2:12][CH2:11][CH:10]([C:13]([O:15][CH2:16][CH3:17])=[O:14])[CH2:9][CH2:8]3)[S:5][CH:6]=2)=[CH:21][CH:20]=1, predict the reactants needed to synthesize it. The reactants are: Br[C:2]1[N:3]=[C:4]([N:7]2[CH2:12][CH2:11][CH:10]([C:13]([O:15][CH2:16][CH3:17])=[O:14])[CH2:9][CH2:8]2)[S:5][CH:6]=1.[Br:18][C:19]1[CH:24]=[CH:23][C:22](B(O)O)=[CH:21][CH:20]=1. (2) Given the product [CH3:12][C:2]1[NH:3][C:4]2[C:9]([CH:10]=1)=[CH:8][CH:7]=[CH:6][CH:5]=2, predict the reactants needed to synthesize it. The reactants are: Br[C:2]1[NH:3][C:4]2[C:9]([CH:10]=1)=[CH:8][CH:7]=[CH:6][CH:5]=2.[Li][CH2:12]CCC.CI.